Dataset: NCI-60 drug combinations with 297,098 pairs across 59 cell lines. Task: Regression. Given two drug SMILES strings and cell line genomic features, predict the synergy score measuring deviation from expected non-interaction effect. (1) Drug 1: CCC1=C2CN3C(=CC4=C(C3=O)COC(=O)C4(CC)O)C2=NC5=C1C=C(C=C5)O. Drug 2: CC1CCCC2(C(O2)CC(NC(=O)CC(C(C(=O)C(C1O)C)(C)C)O)C(=CC3=CSC(=N3)C)C)C. Cell line: SF-539. Synergy scores: CSS=70.2, Synergy_ZIP=2.19, Synergy_Bliss=0.956, Synergy_Loewe=3.16, Synergy_HSA=4.47. (2) Drug 1: CCC1(CC2CC(C3=C(CCN(C2)C1)C4=CC=CC=C4N3)(C5=C(C=C6C(=C5)C78CCN9C7C(C=CC9)(C(C(C8N6C=O)(C(=O)OC)O)OC(=O)C)CC)OC)C(=O)OC)O.OS(=O)(=O)O. Drug 2: C(CN)CNCCSP(=O)(O)O. Cell line: OVCAR-8. Synergy scores: CSS=-0.0880, Synergy_ZIP=1.41, Synergy_Bliss=4.16, Synergy_Loewe=2.71, Synergy_HSA=2.41. (3) Drug 1: CS(=O)(=O)C1=CC(=C(C=C1)C(=O)NC2=CC(=C(C=C2)Cl)C3=CC=CC=N3)Cl. Drug 2: CC12CCC(CC1=CCC3C2CCC4(C3CC=C4C5=CN=CC=C5)C)O. Cell line: CAKI-1. Synergy scores: CSS=38.8, Synergy_ZIP=14.2, Synergy_Bliss=18.6, Synergy_Loewe=-13.0, Synergy_HSA=19.5. (4) Drug 1: C1=NNC2=C1C(=O)NC=N2. Drug 2: C1C(C(OC1N2C=NC(=NC2=O)N)CO)O. Cell line: LOX IMVI. Synergy scores: CSS=10.2, Synergy_ZIP=3.44, Synergy_Bliss=13.2, Synergy_Loewe=1.19, Synergy_HSA=3.13. (5) Drug 1: CN(C)C1=NC(=NC(=N1)N(C)C)N(C)C. Drug 2: N.N.Cl[Pt+2]Cl. Cell line: NCI/ADR-RES. Synergy scores: CSS=-0.880, Synergy_ZIP=2.48, Synergy_Bliss=3.14, Synergy_Loewe=0.0859, Synergy_HSA=0.260. (6) Drug 1: CC1CCC2CC(C(=CC=CC=CC(CC(C(=O)C(C(C(=CC(C(=O)CC(OC(=O)C3CCCCN3C(=O)C(=O)C1(O2)O)C(C)CC4CCC(C(C4)OC)O)C)C)O)OC)C)C)C)OC. Drug 2: CC(C)(C#N)C1=CC(=CC(=C1)CN2C=NC=N2)C(C)(C)C#N. Cell line: BT-549. Synergy scores: CSS=2.06, Synergy_ZIP=-2.96, Synergy_Bliss=-2.99, Synergy_Loewe=-3.46, Synergy_HSA=-2.44. (7) Drug 1: C1=C(C(=O)NC(=O)N1)N(CCCl)CCCl. Drug 2: CC1CCC2CC(C(=CC=CC=CC(CC(C(=O)C(C(C(=CC(C(=O)CC(OC(=O)C3CCCCN3C(=O)C(=O)C1(O2)O)C(C)CC4CCC(C(C4)OC)OCCO)C)C)O)OC)C)C)C)OC. Cell line: CCRF-CEM. Synergy scores: CSS=73.4, Synergy_ZIP=8.53, Synergy_Bliss=8.47, Synergy_Loewe=11.4, Synergy_HSA=13.2. (8) Drug 1: CC1=C(C=C(C=C1)NC(=O)C2=CC=C(C=C2)CN3CCN(CC3)C)NC4=NC=CC(=N4)C5=CN=CC=C5. Drug 2: CCC1(CC2CC(C3=C(CCN(C2)C1)C4=CC=CC=C4N3)(C5=C(C=C6C(=C5)C78CCN9C7C(C=CC9)(C(C(C8N6C)(C(=O)OC)O)OC(=O)C)CC)OC)C(=O)OC)O.OS(=O)(=O)O. Cell line: NCI-H322M. Synergy scores: CSS=11.6, Synergy_ZIP=-3.03, Synergy_Bliss=-1.05, Synergy_Loewe=-0.0664, Synergy_HSA=-0.557.